Dataset: Forward reaction prediction with 1.9M reactions from USPTO patents (1976-2016). Task: Predict the product of the given reaction. (1) Given the reactants [Cl:1][C:2]1[N:10]=[C:9]2[C:5]([N:6]=[C:7]([CH2:12][CH:13]=O)[N:8]2[CH3:11])=[C:4]([N:15]2[CH2:20][CH2:19][O:18][CH2:17][CH2:16]2)[N:3]=1.[CH2:21]1[C:24]2([CH2:29][CH2:28][NH:27][CH2:26][CH2:25]2)[CH2:23][CH:22]1[OH:30].C(O[BH-](OC(=O)C)OC(=O)C)(=O)C.[Na+], predict the reaction product. The product is: [Cl:1][C:2]1[N:10]=[C:9]2[C:5]([N:6]=[C:7]([CH2:12][CH2:13][N:27]3[CH2:28][CH2:29][C:24]4([CH2:21][CH:22]([OH:30])[CH2:23]4)[CH2:25][CH2:26]3)[N:8]2[CH3:11])=[C:4]([N:15]2[CH2:20][CH2:19][O:18][CH2:17][CH2:16]2)[N:3]=1. (2) Given the reactants Br[C:2]1[CH:23]=[CH:22][C:5]([C:6]([NH:8][S:9]([C:12]2[CH:17]=[CH:16][CH:15]=[CH:14][C:13]=2[S:18](=[O:21])(=[O:20])[NH2:19])(=[O:11])=[O:10])=[O:7])=[CH:4][C:3]=1[O:24][CH2:25][CH:26]1[CH2:28][CH2:27]1.[CH3:29][C:30]([CH3:43])([CH3:42])[C:31]#[C:32]B(OC(C)C)OC(C)C, predict the reaction product. The product is: [CH:26]1([CH2:25][O:24][C:3]2[CH:4]=[C:5]([CH:22]=[CH:23][C:2]=2[C:32]#[C:31][C:30]([CH3:43])([CH3:42])[CH3:29])[C:6]([NH:8][S:9]([C:12]2[CH:17]=[CH:16][CH:15]=[CH:14][C:13]=2[S:18](=[O:21])(=[O:20])[NH2:19])(=[O:11])=[O:10])=[O:7])[CH2:28][CH2:27]1.